Dataset: Forward reaction prediction with 1.9M reactions from USPTO patents (1976-2016). Task: Predict the product of the given reaction. (1) Given the reactants C[O:2][C:3](=[O:29])[C:4]1[CH:9]=[C:8]([CH2:10][NH:11][S:12]([C:15]2[CH:20]=[CH:19][C:18]([C:21]3[CH:26]=[CH:25][C:24]([F:27])=[CH:23][CH:22]=3)=[CH:17][CH:16]=2)(=[O:14])=[O:13])[CH:7]=[C:6]([F:28])[CH:5]=1.[OH-].[Li+], predict the reaction product. The product is: [F:28][C:6]1[CH:5]=[C:4]([CH:9]=[C:8]([CH2:10][NH:11][S:12]([C:15]2[CH:20]=[CH:19][C:18]([C:21]3[CH:26]=[CH:25][C:24]([F:27])=[CH:23][CH:22]=3)=[CH:17][CH:16]=2)(=[O:14])=[O:13])[CH:7]=1)[C:3]([OH:29])=[O:2]. (2) Given the reactants [CH:1]1([C:4]2[N:13]=[C:12](N3CCN(C4C=CC(F)=CC=4OC)CC3)[C:11]3[C:6](=[CH:7][C:8]([O:31][CH3:32])=[C:9]([O:29][CH3:30])[CH:10]=3)[N:5]=2)[CH2:3][CH2:2]1.FC1C=CC(N2CCNCC2)=C(OC)C=1.[Cl:48][C:49]1[CH:54]=[C:53]([CH3:55])[CH:52]=[CH:51][C:50]=1[N:56]1[CH2:61][CH2:60][NH:59][CH2:58][CH2:57]1, predict the reaction product. The product is: [Cl:48][C:49]1[CH:54]=[C:53]([CH3:55])[CH:52]=[CH:51][C:50]=1[N:56]1[CH2:57][CH2:58][N:59]([C:12]2[C:11]3[C:6](=[CH:7][C:8]([O:31][CH3:32])=[C:9]([O:29][CH3:30])[CH:10]=3)[N:5]=[C:4]([CH:1]3[CH2:3][CH2:2]3)[N:13]=2)[CH2:60][CH2:61]1. (3) Given the reactants [CH2:1]([N:4]1[C:13](=[O:14])[C:12]2[NH:11][C:10]([C:15]3[N:19]([CH3:20])[N:18]=[C:17]([O:21][CH2:22][C:23]([OH:25])=O)[CH:16]=3)=[N:9][C:8]=2[N:7]([CH2:26][CH:27]=[CH2:28])[C:5]1=[O:6])[CH:2]=[CH2:3].[C:29]1([N:35]2[CH2:40][CH2:39][NH:38][CH2:37][CH2:36]2)[CH:34]=[CH:33][CH:32]=[CH:31][CH:30]=1.CCN=C=NCCCN(C)C.Cl.C1C=CC2N(O)N=NC=2C=1, predict the reaction product. The product is: [CH3:20][N:19]1[NH:18][C:17]([O:21][CH2:22][C:23]([N:38]2[CH2:39][CH2:40][N:35]([C:29]3[CH:34]=[CH:33][CH:32]=[CH:31][CH:30]=3)[CH2:36][CH2:37]2)=[O:25])=[CH:16]/[C:15]/1=[C:10]1\[N:11]=[C:12]2[C:13](=[O:14])[N:4]([CH2:1][CH:2]=[CH2:3])[C:5](=[O:6])[N:7]([CH2:26][CH:27]=[CH2:28])[C:8]2=[N:9]\1.